Dataset: Peptide-MHC class II binding affinity with 134,281 pairs from IEDB. Task: Regression. Given a peptide amino acid sequence and an MHC pseudo amino acid sequence, predict their binding affinity value. This is MHC class II binding data. (1) The binding affinity (normalized) is 0.691. The peptide sequence is AVQVTFTVQKGSDPKKLVLNIKYTRPGDSL. The MHC is DRB5_0101 with pseudo-sequence DRB5_0101. (2) The peptide sequence is AEHQAIISDVLTASD. The MHC is DRB1_1101 with pseudo-sequence QEFFIASGAAVDAIMESSFDYFDFDRATYHVGFT. The binding affinity (normalized) is 0.168. (3) The peptide sequence is AGLTHMMIWHSNLND. The MHC is DRB1_0802 with pseudo-sequence DRB1_0802. The binding affinity (normalized) is 0.373. (4) The peptide sequence is SQDLELSWNLVGLQAY. The MHC is DRB1_0401 with pseudo-sequence DRB1_0401. The binding affinity (normalized) is 0.815. (5) The MHC is HLA-DQA10101-DQB10501 with pseudo-sequence HLA-DQA10101-DQB10501. The binding affinity (normalized) is 0. The peptide sequence is WKPDTVYTSKLQFGA.